This data is from Peptide-MHC class II binding affinity with 134,281 pairs from IEDB. The task is: Regression. Given a peptide amino acid sequence and an MHC pseudo amino acid sequence, predict their binding affinity value. This is MHC class II binding data. (1) The peptide sequence is TDDNEEPIAAYHFDL. The MHC is DRB1_1001 with pseudo-sequence DRB1_1001. The binding affinity (normalized) is 0.459. (2) The peptide sequence is CEYIPLFSATARRAM. The MHC is DRB4_0101 with pseudo-sequence DRB4_0103. The binding affinity (normalized) is 0.666.